From a dataset of Forward reaction prediction with 1.9M reactions from USPTO patents (1976-2016). Predict the product of the given reaction. (1) Given the reactants [Cl-].C([Al+]CC)C.[N-:7]=[N+:8]=[N-:9].[Na+].[OH:11][C:12]1[CH:19]=[CH:18][CH:17]=[CH:16][C:13]=1[C:14]#[N:15].[Na+].[Cl-], predict the reaction product. The product is: [OH:11][C:12]1[CH:19]=[CH:18][CH:17]=[CH:16][C:13]=1[C:14]1[NH:15][N:9]=[N:8][N:7]=1. (2) Given the reactants C([N:8](C(OCC1C=CC=CC=1)=O)[C@H:9]1[CH2:14][CH2:13][N:12]([C:15]([O:17][C:18]([CH3:21])([CH3:20])[CH3:19])=[O:16])[CH2:11][C@H:10]1[O:22][CH2:23][C:24]([F:27])([F:26])[CH3:25])C1C=CC=CC=1.C([O-])=O.[NH4+], predict the reaction product. The product is: [NH2:8][C@H:9]1[CH2:14][CH2:13][N:12]([C:15]([O:17][C:18]([CH3:19])([CH3:20])[CH3:21])=[O:16])[CH2:11][C@H:10]1[O:22][CH2:23][C:24]([F:27])([F:26])[CH3:25]. (3) The product is: [Cl:1][C:2]1[C:3]([O:18][CH:19]2[CH2:20][CH2:21][NH:22][CH2:23][CH2:24]2)=[CH:4][C:5](=[O:17])[N:6]([C:8]2[CH:13]=[CH:12][C:11]([C:14]#[N:15])=[C:10]([F:16])[CH:9]=2)[CH:7]=1. Given the reactants [Cl:1][C:2]1[C:3]([O:18][CH:19]2[CH2:24][CH2:23][N:22](C(OC(C)(C)C)=O)[CH2:21][CH2:20]2)=[CH:4][C:5](=[O:17])[N:6]([C:8]2[CH:13]=[CH:12][C:11]([C:14]#[N:15])=[C:10]([F:16])[CH:9]=2)[CH:7]=1.Cl, predict the reaction product. (4) Given the reactants C[CH:2](C)/[CH:3]=[CH:4]/[C:5](O)=[O:6].CN(C(ON1N=NC2C=CC=CC1=2)=[N+](C)C)C.F[P-](F)(F)(F)(F)F.[CH3:33][C:34]1[CH:43]=[C:42]([NH:44][CH2:45][CH2:46][NH2:47])[C:41]2[C:36](=[CH:37][CH:38]=[CH:39][CH:40]=2)[N:35]=1.C(N(CC)CC)C, predict the reaction product. The product is: [CH3:33][C:34]1[CH:43]=[C:42]([NH:44][CH2:45][CH2:46][NH:47][C:5](=[O:6])/[CH:4]=[CH:3]/[CH3:2])[C:41]2[C:36](=[CH:37][CH:38]=[CH:39][CH:40]=2)[N:35]=1. (5) Given the reactants Cl[C:2]1[CH:7]=[C:6]([CH2:8][CH3:9])[N:5]=[CH:4][N:3]=1.[CH3:10][N:11](C)C, predict the reaction product. The product is: [CH2:8]([C:6]1[N:5]=[CH:4][N:3]=[C:2]([C:10]#[N:11])[CH:7]=1)[CH3:9].